From a dataset of Forward reaction prediction with 1.9M reactions from USPTO patents (1976-2016). Predict the product of the given reaction. The product is: [CH:5]1([C:8]2[CH:13]=[C:12]([CH2:14][N:15]3[CH2:20][CH2:19][CH:18]([N:21]4[CH2:30][CH2:29][C:28]5[N:27]=[C:26]([CH2:31][CH2:32][CH3:33])[C:25]([C:34]([OH:36])=[O:35])=[CH:24][C:23]=5[C:22]4=[O:38])[CH2:17][CH2:16]3)[CH:11]=[C:10]([O:39][CH2:40][CH3:41])[C:9]=2[C:42]2[CH:43]=[CH:44][C:45]([F:48])=[CH:46][CH:47]=2)[CH2:6][CH2:7]1. Given the reactants [OH-].[Na+].CO.[CH:5]1([C:8]2[CH:13]=[C:12]([CH2:14][N:15]3[CH2:20][CH2:19][CH:18]([N:21]4[CH2:30][CH2:29][C:28]5[N:27]=[C:26]([CH2:31][CH2:32][CH3:33])[C:25]([C:34]([O:36]C)=[O:35])=[CH:24][C:23]=5[C:22]4=[O:38])[CH2:17][CH2:16]3)[CH:11]=[C:10]([O:39][CH2:40][CH3:41])[C:9]=2[C:42]2[CH:47]=[CH:46][C:45]([F:48])=[CH:44][CH:43]=2)[CH2:7][CH2:6]1.Cl, predict the reaction product.